Dataset: NCI-60 drug combinations with 297,098 pairs across 59 cell lines. Task: Regression. Given two drug SMILES strings and cell line genomic features, predict the synergy score measuring deviation from expected non-interaction effect. (1) Drug 1: C#CCC(CC1=CN=C2C(=N1)C(=NC(=N2)N)N)C3=CC=C(C=C3)C(=O)NC(CCC(=O)O)C(=O)O. Drug 2: COC1=C2C(=CC3=C1OC=C3)C=CC(=O)O2. Cell line: SF-539. Synergy scores: CSS=-4.29, Synergy_ZIP=-0.554, Synergy_Bliss=-3.19, Synergy_Loewe=-7.67, Synergy_HSA=-6.68. (2) Drug 1: CC1C(C(CC(O1)OC2CC(CC3=C2C(=C4C(=C3O)C(=O)C5=C(C4=O)C(=CC=C5)OC)O)(C(=O)C)O)N)O.Cl. Drug 2: C1=CN(C(=O)N=C1N)C2C(C(C(O2)CO)O)O.Cl. Cell line: NCI-H226. Synergy scores: CSS=14.2, Synergy_ZIP=-5.30, Synergy_Bliss=-1.97, Synergy_Loewe=-1.19, Synergy_HSA=-1.27. (3) Drug 1: C1CN(P(=O)(OC1)NCCCl)CCCl. Drug 2: CC1C(C(CC(O1)OC2CC(CC3=C2C(=C4C(=C3O)C(=O)C5=CC=CC=C5C4=O)O)(C(=O)C)O)N)O. Cell line: SF-539. Synergy scores: CSS=26.7, Synergy_ZIP=-2.91, Synergy_Bliss=-8.12, Synergy_Loewe=-14.9, Synergy_HSA=-6.70. (4) Drug 1: C1CC(=O)NC(=O)C1N2CC3=C(C2=O)C=CC=C3N. Drug 2: C(=O)(N)NO. Cell line: NCI-H460. Synergy scores: CSS=27.9, Synergy_ZIP=-7.01, Synergy_Bliss=1.21, Synergy_Loewe=2.83, Synergy_HSA=4.98. (5) Drug 1: CC1=C(C=C(C=C1)C(=O)NC2=CC(=CC(=C2)C(F)(F)F)N3C=C(N=C3)C)NC4=NC=CC(=N4)C5=CN=CC=C5. Drug 2: C1CN(P(=O)(OC1)NCCCl)CCCl. Cell line: COLO 205. Synergy scores: CSS=-6.55, Synergy_ZIP=5.41, Synergy_Bliss=5.29, Synergy_Loewe=-0.274, Synergy_HSA=-3.36. (6) Drug 1: C1=C(C(=O)NC(=O)N1)F. Drug 2: CN1C2=C(C=C(C=C2)N(CCCl)CCCl)N=C1CCCC(=O)O.Cl. Cell line: OVCAR3. Synergy scores: CSS=57.5, Synergy_ZIP=-5.17, Synergy_Bliss=-8.13, Synergy_Loewe=-18.1, Synergy_HSA=-5.60. (7) Drug 1: CC1=C(C(=CC=C1)Cl)NC(=O)C2=CN=C(S2)NC3=CC(=NC(=N3)C)N4CCN(CC4)CCO. Drug 2: CC1C(C(CC(O1)OC2CC(CC3=C2C(=C4C(=C3O)C(=O)C5=CC=CC=C5C4=O)O)(C(=O)C)O)N)O. Cell line: UACC62. Synergy scores: CSS=65.7, Synergy_ZIP=0.220, Synergy_Bliss=2.84, Synergy_Loewe=0.807, Synergy_HSA=4.81. (8) Drug 1: CC1=C(C=C(C=C1)NC(=O)C2=CC=C(C=C2)CN3CCN(CC3)C)NC4=NC=CC(=N4)C5=CN=CC=C5. Drug 2: CC1=C2C(C(=O)C3(C(CC4C(C3C(C(C2(C)C)(CC1OC(=O)C(C(C5=CC=CC=C5)NC(=O)C6=CC=CC=C6)O)O)OC(=O)C7=CC=CC=C7)(CO4)OC(=O)C)O)C)OC(=O)C. Cell line: MOLT-4. Synergy scores: CSS=61.8, Synergy_ZIP=14.3, Synergy_Bliss=13.6, Synergy_Loewe=-16.0, Synergy_HSA=10.1. (9) Drug 1: COC1=NC(=NC2=C1N=CN2C3C(C(C(O3)CO)O)O)N. Drug 2: CS(=O)(=O)OCCCCOS(=O)(=O)C. Cell line: CCRF-CEM. Synergy scores: CSS=79.2, Synergy_ZIP=-3.30, Synergy_Bliss=-3.97, Synergy_Loewe=0.222, Synergy_HSA=2.41. (10) Drug 1: CCN(CC)CCNC(=O)C1=C(NC(=C1C)C=C2C3=C(C=CC(=C3)F)NC2=O)C. Drug 2: C1=NC2=C(N1)C(=S)N=CN2. Cell line: U251. Synergy scores: CSS=29.2, Synergy_ZIP=-4.78, Synergy_Bliss=2.71, Synergy_Loewe=-4.64, Synergy_HSA=0.889.